This data is from Full USPTO retrosynthesis dataset with 1.9M reactions from patents (1976-2016). The task is: Predict the reactants needed to synthesize the given product. (1) Given the product [C:1]([O:5][C:6]([N:8]1[CH2:13][CH:12]=[C:11]([C:34]2[CH:35]=[C:36]3[C:31](=[CH:32][CH:33]=2)[O:30][CH2:29][C:28]2[N:37]3[C@H:24]([CH3:23])[C:25](=[O:47])[NH:26][N:27]=2)[CH:10]([CH3:22])[CH2:9]1)=[O:7])([CH3:4])([CH3:3])[CH3:2], predict the reactants needed to synthesize it. The reactants are: [C:1]([O:5][C:6]([N:8]1[CH2:13][CH:12]=[C:11](OS(C(F)(F)F)(=O)=O)[CH:10]([CH3:22])[CH2:9]1)=[O:7])([CH3:4])([CH3:3])[CH3:2].[CH3:23][C@H:24]1[N:37]2[C:28]([CH2:29][O:30][C:31]3[C:36]2=[CH:35][C:34](B2OC(C)(C)C(C)(C)O2)=[CH:33][CH:32]=3)=[N:27][NH:26][C:25]1=[O:47].[O-]P([O-])([O-])=O.[K+].[K+].[K+]. (2) Given the product [Cl-:12].[Br:1][C:2]1[CH:3]=[C:4]2[C:9](=[CH:10][CH:11]=1)[N:8]=[C:7]([Cl:12])[C:6]([CH2:13][P+:21]([C:22]1[CH:23]=[CH:24][CH:25]=[CH:26][CH:27]=1)([C:28]1[CH:33]=[CH:32][CH:31]=[CH:30][CH:29]=1)[C:15]1[CH:16]=[CH:17][CH:18]=[CH:19][CH:20]=1)=[CH:5]2, predict the reactants needed to synthesize it. The reactants are: [Br:1][C:2]1[CH:3]=[C:4]2[C:9](=[CH:10][CH:11]=1)[N:8]=[C:7]([Cl:12])[C:6]([CH2:13]Cl)=[CH:5]2.[C:15]1([P:21]([C:28]2[CH:33]=[CH:32][CH:31]=[CH:30][CH:29]=2)[C:22]2[CH:27]=[CH:26][CH:25]=[CH:24][CH:23]=2)[CH:20]=[CH:19][CH:18]=[CH:17][CH:16]=1.